Dataset: hERG Central: cardiac toxicity at 1µM, 10µM, and general inhibition. Task: Predict hERG channel inhibition at various concentrations. (1) The drug is CNC(=O)n1cc(Br)c(/C=N\OCc2ccc(OC)cc2)n1. Results: hERG_inhib (hERG inhibition (general)): blocker. (2) The molecule is CCC(=O)c1ccc(N2CCN(C(=O)COc3ccccc3F)CC2)c(F)c1. Results: hERG_inhib (hERG inhibition (general)): blocker. (3) The molecule is CC1CCN(CC(CS(=O)(=O)c2ccc([N+](=O)[O-])cc2)N2CCC(C)CC2)CC1. Results: hERG_inhib (hERG inhibition (general)): blocker. (4) The molecule is COc1cccc(N2CCN(C(=O)c3ccc(=O)oc3)CC2C)c1. Results: hERG_inhib (hERG inhibition (general)): blocker. (5) The molecule is COc1ccc(C(CNC(=O)c2oc3c(Cl)cccc3c2C)N2CCCC2)cc1. Results: hERG_inhib (hERG inhibition (general)): blocker.